Dataset: Full USPTO retrosynthesis dataset with 1.9M reactions from patents (1976-2016). Task: Predict the reactants needed to synthesize the given product. The reactants are: [C:9](O[C:9]([O:11][C:12]([CH3:15])([CH3:14])[CH3:13])=[O:10])([O:11][C:12]([CH3:15])([CH3:14])[CH3:13])=[O:10].[NH2:16][C:17]1[CH:18]=[C:19]([C@@:24]2([CH3:46])[C@@H:31]([C:32]3[CH:37]=[CH:36][C:35]([Cl:38])=[CH:34][CH:33]=3)[N:30]3[C:26]([S:27][C:28]([C:42]([O:44][CH3:45])=[O:43])=[C:29]3[CH:39]([CH3:41])[CH3:40])=[N:25]2)[CH:20]=[CH:21][C:22]=1[Cl:23]. Given the product [C:12]([O:11][C:9]([NH:16][C:17]1[CH:18]=[C:19]([C@@:24]2([CH3:46])[C@@H:31]([C:32]3[CH:33]=[CH:34][C:35]([Cl:38])=[CH:36][CH:37]=3)[N:30]3[C:26]([S:27][C:28]([C:42]([O:44][CH3:45])=[O:43])=[C:29]3[CH:39]([CH3:41])[CH3:40])=[N:25]2)[CH:20]=[CH:21][C:22]=1[Cl:23])=[O:10])([CH3:13])([CH3:14])[CH3:15], predict the reactants needed to synthesize it.